Dataset: Reaction yield outcomes from USPTO patents with 853,638 reactions. Task: Predict the reaction yield, written as a fraction of the theoretical maximum amount of product (1.0 means a 100% yield; for example, 0.34 means a 34% yield). (1) The reactants are [CH2:1]([O:3][C:4]([C:6](C)([CH2:12][CH:13]=[CH:14][CH2:15][C:16](C(OCC)=O)([CH3:22])[C:17]([O:19][CH2:20]C)=[O:18])[C:7](OCC)=O)=[O:5])C.[OH-].[K+].OS(O)(=O)=O. The catalyst is O. The product is [CH3:22][CH:16]([CH2:15][CH:14]=[CH:13][CH2:12][CH:6]([CH3:7])[C:4]([O:3][CH3:1])=[O:5])[C:17]([O:19][CH3:20])=[O:18]. The yield is 0.890. (2) The reactants are C(O)C.O1CCCC1.[O:9]1[CH2:13][CH2:12][O:11][CH:10]1[C:14]1[CH:15]=[CH:16][C:17]([CH:20]=[O:21])=[N:18][CH:19]=1.[BH4-].[Na+]. The catalyst is O. The product is [O:9]1[CH2:13][CH2:12][O:11][CH:10]1[C:14]1[CH:15]=[CH:16][C:17]([CH2:20][OH:21])=[N:18][CH:19]=1. The yield is 0.780.